This data is from Reaction yield outcomes from USPTO patents with 853,638 reactions. The task is: Predict the reaction yield, written as a fraction of the theoretical maximum amount of product (1.0 means a 100% yield; for example, 0.34 means a 34% yield). (1) The reactants are [CH3:1][O:2][C:3]1[CH:4]=[C:5]2[C:9](=[CH:10][CH:11]=1)[NH:8][C:7]([C:12](O)=[O:13])=[CH:6]2.[H-].[H-].[H-].[H-].[Li+].[Al+3].C(OCC)(=O)C. The catalyst is CCOCC.Cl.C1COCC1.O=[Mn]=O. The product is [CH3:1][O:2][C:3]1[CH:4]=[C:5]2[C:9](=[CH:10][CH:11]=1)[NH:8][C:7]([CH:12]=[O:13])=[CH:6]2. The yield is 0.360. (2) The reactants are [Br:1][C:2]1[CH:3]=[C:4]([S:9](Cl)(=[O:11])=[O:10])[CH:5]=[N:6][C:7]=1[Cl:8].[C:13]([O-])(O)=O.[Na+].S([O-])([O-])=O.[Na+].[Na+].IC. The catalyst is C1COCC1.O. The product is [Br:1][C:2]1[C:7]([Cl:8])=[N:6][CH:5]=[C:4]([S:9]([CH3:13])(=[O:11])=[O:10])[CH:3]=1. The yield is 0.680. (3) The reactants are [N+:1]([C:4]1[CH:16]=[CH:15][C:7]([O:8][CH2:9][C:10]2[O:11][CH:12]=[N:13][N:14]=2)=[CH:6][CH:5]=1)([O-])=O.Cl. The catalyst is CO.[Fe]. The product is [O:11]1[CH:12]=[N:13][N:14]=[C:10]1[CH2:9][O:8][C:7]1[CH:15]=[CH:16][C:4]([NH2:1])=[CH:5][CH:6]=1. The yield is 0.650.